From a dataset of NCI-60 drug combinations with 297,098 pairs across 59 cell lines. Regression. Given two drug SMILES strings and cell line genomic features, predict the synergy score measuring deviation from expected non-interaction effect. Drug 1: CCCCC(=O)OCC(=O)C1(CC(C2=C(C1)C(=C3C(=C2O)C(=O)C4=C(C3=O)C=CC=C4OC)O)OC5CC(C(C(O5)C)O)NC(=O)C(F)(F)F)O. Drug 2: CCC1(C2=C(COC1=O)C(=O)N3CC4=CC5=C(C=CC(=C5CN(C)C)O)N=C4C3=C2)O.Cl. Cell line: HS 578T. Synergy scores: CSS=19.6, Synergy_ZIP=-4.81, Synergy_Bliss=-4.02, Synergy_Loewe=-2.72, Synergy_HSA=-0.383.